From a dataset of Full USPTO retrosynthesis dataset with 1.9M reactions from patents (1976-2016). Predict the reactants needed to synthesize the given product. (1) The reactants are: [Br:1][C:2]1[CH:3]=[CH:4][C:5]([NH:12][S:13]([CH3:16])(=[O:15])=[O:14])=[C:6]([CH:11]=1)[C:7](OC)=[O:8].[H-].[Al+3].[Li+].[H-].[H-].[H-]. Given the product [Br:1][C:2]1[CH:3]=[CH:4][C:5]([NH:12][S:13]([CH3:16])(=[O:15])=[O:14])=[C:6]([CH2:7][OH:8])[CH:11]=1, predict the reactants needed to synthesize it. (2) Given the product [CH2:30]([O:29][C:22]1[CH:21]=[C:20]([C:18](=[O:19])[CH2:17][CH2:16][C:15]([NH:14][C:4]2[CH:3]=[C:2]([C:66]3[CH:67]=[CH:68][CH:69]=[CH:70][C:65]=3[OH:64])[CH:7]=[C:6]([C:8]3[CH:13]=[CH:12][CH:11]=[CH:10][CH:9]=3)[N:5]=2)=[O:32])[CH:25]=[CH:24][C:23]=1[O:26][CH2:27][CH3:28])[CH3:31], predict the reactants needed to synthesize it. The reactants are: Cl[C:2]1[CH:7]=[C:6]([C:8]2[CH:13]=[CH:12][CH:11]=[CH:10][CH:9]=2)[N:5]=[C:4]([NH:14][C:15](=[O:32])[CH2:16][CH2:17][C:18]([C:20]2[CH:25]=[CH:24][C:23]([O:26][CH2:27][CH3:28])=[C:22]([O:29][CH2:30][CH3:31])[CH:21]=2)=[O:19])[CH:3]=1.C1(C2C=CC=CC=2)C=CC=CC=1P(C1CCCCC1)C1CCCCC1.C(=O)([O-])[O-].[K+].[K+].[OH:64][C:65]1[CH:70]=[CH:69][CH:68]=[CH:67][C:66]=1B(O)O. (3) Given the product [CH3:13][N:14]([CH3:19])[S:15]([N:1]1[CH:5]=[CH:4][CH:3]=[N:2]1)(=[O:17])=[O:16], predict the reactants needed to synthesize it. The reactants are: [NH:1]1[CH:5]=[CH:4][CH:3]=[N:2]1.C(N(CC)CC)C.[CH3:13][N:14]([CH3:19])[S:15](Cl)(=[O:17])=[O:16]. (4) The reactants are: O[C:2]1[CH:10]=[C:9]2[C:5]([CH2:6][CH2:7][CH:8]2[C:11]([O:13][CH3:14])=[O:12])=[CH:4][CH:3]=1.C(N(CC)CC)C.FC(F)(F)S(OS(C(F)(F)F)(=O)=O)(=O)=O.CC1(C)C(C)(C)OB([C:45]2[CH:50]=[CH:49][C:48]([OH:51])=[CH:47][CH:46]=2)O1.C1(P(C2C=CC=CC=2)C2C=CC=CC=2)C=CC=CC=1.P([O-])([O-])([O-])=O.[K+].[K+].[K+].O. Given the product [OH:51][C:48]1[CH:49]=[CH:50][C:45]([C:2]2[CH:10]=[C:9]3[C:5]([CH2:6][CH2:7][CH:8]3[C:11]([O:13][CH3:14])=[O:12])=[CH:4][CH:3]=2)=[CH:46][CH:47]=1, predict the reactants needed to synthesize it. (5) Given the product [F:14][C:15]([F:22])([F:21])[S:16]([O-:19])(=[O:18])=[O:17].[C:12]([C:10]1[N+:9]([CH3:15])=[CH:8][N:7]([C:1]2[CH:2]=[CH:3][CH:4]=[CH:5][CH:6]=2)[CH:11]=1)#[N:13], predict the reactants needed to synthesize it. The reactants are: [C:1]1([N:7]2[CH:11]=[C:10]([C:12]#[N:13])[N:9]=[CH:8]2)[CH:6]=[CH:5][CH:4]=[CH:3][CH:2]=1.[F:14][C:15]([F:22])([F:21])[S:16]([O:19]C)(=[O:18])=[O:17]. (6) Given the product [NH:39]=[C:38]([NH:40][C:10](=[O:11])[C@@H:9]([NH:8][C:6](=[O:7])[O:5][C:1]([CH3:4])([CH3:3])[CH3:2])[CH2:13][C:14]#[CH:15])[S:41][CH3:42], predict the reactants needed to synthesize it. The reactants are: [C:1]([O:5][C:6]([NH:8][C@@H:9]([CH2:13][C:14]#[CH:15])[C:10](O)=[O:11])=[O:7])([CH3:4])([CH3:3])[CH3:2].CCN=C=NCCCN(C)C.C1C=CC2N(O)N=NC=2C=1.I.[C:38]([S:41][CH3:42])(=[NH:40])[NH2:39].CCN(C(C)C)C(C)C. (7) The reactants are: [CH2:1]([O:5][C:6]1[C:7]([C:11]2[CH:12]=[N:13][CH:14]=[CH:15][CH:16]=2)=[N:8][NH:9][CH:10]=1)[CH2:2][CH:3]=[CH2:4].[CH3:17]SC1C(C2C=NC=CC=2)=NNC=1. Given the product [CH2:1]([O:5][C:6]1[C:7]([C:11]2[CH2:12][N:13]([CH3:17])[CH2:14][CH2:15][CH:16]=2)=[N:8][NH:9][CH:10]=1)[CH2:2][CH:3]=[CH2:4], predict the reactants needed to synthesize it. (8) Given the product [CH3:6][O:5][CH:1]([O:2][CH3:3])[C:25]1[CH:26]=[CH:27][C:28]2[O:32][C:31]([C:33]([O:35][CH3:36])=[O:34])=[CH:30][C:29]=2[CH:37]=1, predict the reactants needed to synthesize it. The reactants are: [CH:1]([O-:5])([O-])[O:2][CH3:3].[CH3:6]C1C=CC(S([O-])(=O)=O)=CC=1.C1C=C[NH+]=CC=1.C([C:25]1[CH:26]=[CH:27][C:28]2[O:32][C:31]([C:33]([O:35][CH3:36])=[O:34])=[CH:30][C:29]=2[CH:37]=1)=O. (9) Given the product [CH2:34]([O:36][C:37]([C:38]1[CH:1]([C:3]2[CH:11]=[CH:10][CH:9]=[C:5]([C:6](=[O:7])[NH2:8])[CH:4]=2)[C:24]2[C:23](=[O:28])[CH2:22][CH:21]([C:14]3[C:15]([CH3:20])=[CH:16][C:17]([CH3:19])=[CH:18][C:13]=3[CH3:12])[CH2:26][C:25]=2[NH:57][C:39]=1[CH2:40][O:41][C:42]([CH3:45])([CH3:44])[CH3:43])=[O:47])[CH3:35], predict the reactants needed to synthesize it. The reactants are: [CH:1]([C:3]1[CH:4]=[C:5]([CH:9]=[CH:10][CH:11]=1)[C:6]([NH2:8])=[O:7])=O.[CH3:12][C:13]1[CH:18]=[C:17]([CH3:19])[CH:16]=[C:15]([CH3:20])[C:14]=1[CH:21]1[CH2:26][C:25](=O)[CH2:24][C:23](=[O:28])[CH2:22]1.C([O-])(=O)C.[NH4+].[CH2:34]([O:36][C:37](=[O:47])[CH2:38][C:39](=O)[CH2:40][O:41][C:42]([CH3:45])([CH3:44])[CH3:43])[CH3:35].F[B-](F)(F)F.C([N+:57]1C=CN(C)C=1)CCC.